Dataset: Full USPTO retrosynthesis dataset with 1.9M reactions from patents (1976-2016). Task: Predict the reactants needed to synthesize the given product. (1) Given the product [CH3:26][C:27]1[CH:34]=[CH:33][CH:32]=[CH:31][C:28]=1[CH2:29][NH:30][C:11](=[O:13])[C:10]1[CH:14]=[CH:15][C:7]([C:1]2[CH:2]=[CH:3][CH:4]=[CH:5][CH:6]=2)=[N:8][CH:9]=1, predict the reactants needed to synthesize it. The reactants are: [C:1]1([C:7]2[CH:15]=[CH:14][C:10]([C:11]([OH:13])=O)=[CH:9][N:8]=2)[CH:6]=[CH:5][CH:4]=[CH:3][CH:2]=1.C1C=CC2N(O)N=NC=2C=1.[CH3:26][C:27]1[CH:34]=[CH:33][CH:32]=[CH:31][C:28]=1[CH2:29][NH2:30].N=C=N. (2) The reactants are: [OH:1][C:2]1[CH:14]=[C:13]([OH:15])[CH:12]=[C:11]2[C:3]=1[C:4](=[O:16])[CH2:5][C:6]1([O:10]2)[CH2:9][CH2:8][CH2:7]1.C(=O)([O-])[O-].[K+].[K+].[F:23][C:24]([F:43])([F:42])[S:25](N([S:25]([C:24]([F:43])([F:42])[F:23])(=[O:27])=[O:26])C1C=CC=CC=1)(=[O:27])=[O:26].[Cl-].[NH4+]. Given the product [F:23][C:24]([F:43])([F:42])[S:25]([O:15][C:13]1[CH:12]=[C:11]2[C:3]([C:4](=[O:16])[CH2:5][C:6]3([O:10]2)[CH2:9][CH2:8][CH2:7]3)=[C:2]([OH:1])[CH:14]=1)(=[O:27])=[O:26], predict the reactants needed to synthesize it. (3) Given the product [CH3:24][N:25]([CH3:30])[CH2:26][CH2:27][N:28]([CH3:29])[C:11]([C@H:8]1[CH2:7][CH2:6][C@H:5]([C:3]([O:2][CH3:1])=[O:4])[CH2:10][CH2:9]1)=[O:13], predict the reactants needed to synthesize it. The reactants are: [CH3:1][O:2][C:3]([C@H:5]1[CH2:10][CH2:9][C@H:8]([C:11]([OH:13])=O)[CH2:7][CH2:6]1)=[O:4].ON1C2C=CC=CC=2N=N1.[CH3:24][N:25]([CH3:30])[CH2:26][CH2:27][NH:28][CH3:29].C(=O)([O-])O.[Na+]. (4) Given the product [CH3:9][C:5]1[CH:6]=[C:7]([C:24]#[C:23][Si:20]([CH3:22])([CH3:21])[CH3:19])[C:2]([NH2:1])=[N:3][CH:4]=1, predict the reactants needed to synthesize it. The reactants are: [NH2:1][C:2]1[C:7](Br)=[CH:6][C:5]([CH3:9])=[CH:4][N:3]=1.[Cl-].[Li+].C(N(CC)CC)C.[CH3:19][Si:20]([C:23]#[CH:24])([CH3:22])[CH3:21]. (5) Given the product [F:22][C:2]([F:1])([C:15]1[CH:20]=[CH:19][C:18]([F:21])=[CH:17][N:16]=1)[C:3]1[N:12]=[C:11]([S:13][CH3:26])[C:10]2[C:5](=[CH:6][C:7]([CH3:14])=[CH:8][CH:9]=2)[N:4]=1, predict the reactants needed to synthesize it. The reactants are: [F:1][C:2]([F:22])([C:15]1[CH:20]=[CH:19][C:18]([F:21])=[CH:17][N:16]=1)[C:3]1[N:12]=[C:11]([SH:13])[C:10]2[C:5](=[CH:6][C:7]([CH3:14])=[CH:8][CH:9]=2)[N:4]=1.[OH-].[Na+].I[CH3:26]. (6) Given the product [Cl:1][C:2]1[CH:7]=[C:6]([NH:8][CH:9]([CH3:11])[CH3:10])[CH:5]=[CH:4][C:3]=1[C:12]1[O:37][C:17]2[C:16]([C:14](=[O:15])[CH:13]=1)=[C:21]([O:22][CH3:23])[CH:20]=[C:19]([O:24][CH3:25])[C:18]=2[C@@H:26]1[CH2:30][CH2:29][N:28]([CH3:31])[C@H:27]1[CH2:32][OH:33], predict the reactants needed to synthesize it. The reactants are: [Cl:1][C:2]1[CH:7]=[C:6]([NH:8][CH:9]([CH3:11])[CH3:10])[CH:5]=[CH:4][C:3]=1[C:12](=O)[CH2:13][C:14]([C:16]1[C:17]([OH:37])=[C:18]([CH:26]2[CH2:30][CH2:29][N:28]([CH3:31])[CH:27]2[CH2:32][O:33]C(=O)C)[C:19]([O:24][CH3:25])=[CH:20][C:21]=1[O:22][CH3:23])=[O:15].C([O-])(O)=O.[Na+]. (7) The reactants are: [CH2:1]([C@H:8]1[CH2:13][N:12]([C:14]2[CH:19]=[CH:18][C:17]([O:20][CH3:21])=[C:16]([O:22][CH:23]3[CH2:27][CH2:26][CH2:25][CH2:24]3)[CH:15]=2)[CH2:11][CH2:10][N:9]1[C:28](=[O:35])[CH2:29][C:30](OCC)=[O:31])[C:2]1[CH:7]=[CH:6][CH:5]=[CH:4][CH:3]=1.[CH3:36][NH2:37].[C-]#N.[Na+]. Given the product [CH2:1]([C@H:8]1[CH2:13][N:12]([C:14]2[CH:19]=[CH:18][C:17]([O:20][CH3:21])=[C:16]([O:22][CH:23]3[CH2:24][CH2:25][CH2:26][CH2:27]3)[CH:15]=2)[CH2:11][CH2:10][N:9]1[C:28](=[O:35])[CH2:29][C:30]([NH:37][CH3:36])=[O:31])[C:2]1[CH:3]=[CH:4][CH:5]=[CH:6][CH:7]=1, predict the reactants needed to synthesize it. (8) Given the product [C:1]([N:4]1[CH2:9][CH2:8][C:7]2[S:10][C:11]([C:13]3[CH:18]=[CH:17][C:16]([O:19][C@H:33]4[CH2:36][C@H:35]([N:37]5[CH2:42][CH2:41][CH2:40][CH2:39][CH2:38]5)[CH2:34]4)=[CH:15][CH:14]=3)=[N:12][C:6]=2[CH2:5]1)(=[O:3])[CH3:2], predict the reactants needed to synthesize it. The reactants are: [C:1]([N:4]1[CH2:9][CH2:8][C:7]2[S:10][C:11]([C:13]3[CH:18]=[CH:17][C:16]([OH:19])=[CH:15][CH:14]=3)=[N:12][C:6]=2[CH2:5]1)(=[O:3])[CH3:2].[H-].[Na+].CC1C=CC(S(O[C@H:33]2[CH2:36][C@@H:35]([N:37]3[CH2:42][CH2:41][CH2:40][CH2:39][CH2:38]3)[CH2:34]2)(=O)=O)=CC=1. (9) Given the product [CH3:26][N:27]([CH3:28])[CH2:6][C:7]1[CH:12]=[C:11]([C:13]([F:16])([F:15])[F:14])[CH:10]=[C:9]([N+:17]([O-:19])=[O:18])[CH:8]=1, predict the reactants needed to synthesize it. The reactants are: CS(O[CH2:6][C:7]1[CH:12]=[C:11]([C:13]([F:16])([F:15])[F:14])[CH:10]=[C:9]([N+:17]([O-:19])=[O:18])[CH:8]=1)(=O)=O.C(=O)([O-])[O-].[Cs+].[Cs+].[CH3:26][NH:27][CH3:28].